From a dataset of Full USPTO retrosynthesis dataset with 1.9M reactions from patents (1976-2016). Predict the reactants needed to synthesize the given product. (1) Given the product [OH:12][CH2:11][C:1]1([C:4]([O:6][C:7]([CH3:10])([CH3:9])[CH3:8])=[O:5])[CH2:2][CH2:3]1, predict the reactants needed to synthesize it. The reactants are: [C:1]1([C:11](OCC)=[O:12])([C:4]([O:6][C:7]([CH3:10])([CH3:9])[CH3:8])=[O:5])[CH2:3][CH2:2]1.[H-].C(O[Al](OC(C)(C)C)OC(C)(C)C)(C)(C)C.[Li+]. (2) Given the product [CH3:1][O:2][C:3]1[C:4]([N+:18]([O-:20])=[O:19])=[C:5]([CH:8]=[CH:9][C:10]=1[O:11][CH3:12])[CH:6]=[CH2:13], predict the reactants needed to synthesize it. The reactants are: [CH3:1][O:2][C:3]1[CH:4]=[C:5]([CH:8]=[CH:9][C:10]=1[O:11][CH3:12])[CH:6]=O.[C:13]([O-])(=O)C.[NH4+].[N+:18](C)([O-:20])=[O:19]. (3) Given the product [Cl:4][C:2](=[O:3])[C:1]([O:10][C:7]#[C:8][CH3:9])=[O:5], predict the reactants needed to synthesize it. The reactants are: [C:1](Cl)(=[O:5])[C:2]([Cl:4])=[O:3].[CH2:7]([OH:10])[C:8]#[CH:9].N1C=CC=CC=1. (4) Given the product [C:24]([O:28][C:29](=[O:38])[NH:30][C@H:31]1[CH2:32][CH2:33][C@H:34]([NH:37][C:21]([C:18]2[C:14]3[N:15]=[CH:16][N:17]=[C:12]([C:7]4[CH:8]=[CH:9][CH:10]=[CH:11][C:6]=4[O:5][CH2:4][CH:1]4[CH2:2][CH2:3]4)[C:13]=3[NH:20][CH:19]=2)=[O:23])[CH2:35][CH2:36]1)([CH3:27])([CH3:25])[CH3:26], predict the reactants needed to synthesize it. The reactants are: [CH:1]1([CH2:4][O:5][C:6]2[CH:11]=[CH:10][CH:9]=[CH:8][C:7]=2[C:12]2[C:13]3[NH:20][CH:19]=[C:18]([C:21]([OH:23])=O)[C:14]=3[N:15]=[CH:16][N:17]=2)[CH2:3][CH2:2]1.[C:24]([O:28][C:29](=[O:38])[NH:30][C@H:31]1[CH2:36][CH2:35][C@H:34]([NH2:37])[CH2:33][CH2:32]1)([CH3:27])([CH3:26])[CH3:25]. (5) Given the product [CH3:15][NH:16][C:5]1[CH:6]=[C:7]([CH:11]=[CH:12][C:4]=1[N+:1]([O-:3])=[O:2])[C:8]([OH:10])=[O:9], predict the reactants needed to synthesize it. The reactants are: [N+:1]([C:4]1[CH:12]=[CH:11][C:7]([C:8]([OH:10])=[O:9])=[CH:6][C:5]=1OC)([O-:3])=[O:2].[CH3:15][NH2:16].Cl.